Dataset: Forward reaction prediction with 1.9M reactions from USPTO patents (1976-2016). Task: Predict the product of the given reaction. (1) Given the reactants C(O[C:5](=[O:7])[CH3:6])(=O)C.CC1[CH:14]=[CH:13][C:12]([CH3:15])=[CH:11][N+:10]=1[O-].[OH-].[Na+].ClCCl, predict the reaction product. The product is: [CH3:15][C:12]1[CH:13]=[CH:14][C:6]([CH2:5][OH:7])=[N:10][CH:11]=1. (2) Given the reactants Br[C:2]1[C:7]([CH2:8][OH:9])=[CH:6][CH:5]=[CH:4][N:3]=1.CC([Mg]Cl)C.[CH2:15]([N:22]1[CH2:27][CH2:26][C:25](=[O:28])[CH2:24][CH2:23]1)[C:16]1[CH:21]=[CH:20][CH:19]=[CH:18][CH:17]=1, predict the reaction product. The product is: [CH2:15]([N:22]1[CH2:27][CH2:26][C:25]([OH:28])([C:2]2[C:7]([CH2:8][OH:9])=[CH:6][CH:5]=[CH:4][N:3]=2)[CH2:24][CH2:23]1)[C:16]1[CH:17]=[CH:18][CH:19]=[CH:20][CH:21]=1. (3) Given the reactants C([N:8]1[CH2:12][C@@H:11]([C:13]([F:16])([F:15])[F:14])[C@H:10]([C:17]([O:19][CH2:20][CH3:21])=[O:18])[CH2:9]1)C1C=CC=CC=1.[CH3:34][C:33]([O:32][C:30](O[C:30]([O:32][C:33]([CH3:36])([CH3:35])[CH3:34])=[O:31])=[O:31])([CH3:36])[CH3:35].[H][H], predict the reaction product. The product is: [F:16][C:13]([F:14])([F:15])[C@@H:11]1[CH2:12][N:8]([C:30]([O:32][C:33]([CH3:34])([CH3:35])[CH3:36])=[O:31])[CH2:9][C@H:10]1[C:17]([O:19][CH2:20][CH3:21])=[O:18].